This data is from Reaction yield outcomes from USPTO patents with 853,638 reactions. The task is: Predict the reaction yield, written as a fraction of the theoretical maximum amount of product (1.0 means a 100% yield; for example, 0.34 means a 34% yield). (1) No catalyst specified. The yield is 0.540. The reactants are Br[C:2]1[CH:3]=[C:4]([N:8]2[C:16]3[CH:15]=[C:14]([N:17]4[CH2:21][CH2:20][C@@H:19]([OH:22])[CH2:18]4)[N:13]=[CH:12][C:11]=3[C:10]([C:23]([NH2:25])=[O:24])=[N:9]2)[CH:5]=[CH:6][CH:7]=1.[C:26]([C@:28]1([OH:35])[CH2:32][CH2:31][N:30]([CH3:33])[C:29]1=[O:34])#[CH:27]. The product is [OH:35][C@@:28]1([C:26]#[C:27][C:2]2[CH:3]=[C:4]([N:8]3[C:16]4[CH:15]=[C:14]([N:17]5[CH2:21][CH2:20][C@@H:19]([OH:22])[CH2:18]5)[N:13]=[CH:12][C:11]=4[C:10]([C:23]([NH2:25])=[O:24])=[N:9]3)[CH:5]=[CH:6][CH:7]=2)[CH2:32][CH2:31][N:30]([CH3:33])[C:29]1=[O:34]. (2) The reactants are [Br:1][C:2]1[CH:3]=[C:4]([C:10]([F:13])([F:12])[F:11])[C:5]([S:8][CH3:9])=[N:6][CH:7]=1.C1C=C(Cl)C=C(C(OO)=[O:22])C=1.[OH-:25].[Na+]. The catalyst is C(Cl)Cl. The product is [Br:1][C:2]1[CH:3]=[C:4]([C:10]([F:13])([F:12])[F:11])[C:5]([S:8]([CH3:9])(=[O:22])=[O:25])=[N:6][CH:7]=1. The yield is 0.600. (3) The reactants are [NH2:1][C@H:2]([CH2:18][CH3:19])[CH2:3][N:4]1[CH:8]=[CH:7][C:6]([C:9]2[CH:16]=[CH:15][C:12]([C:13]#[N:14])=[C:11]([Cl:17])[CH:10]=2)=[N:5]1.[C:20]([C:23]1[CH:27]=[C:26]([C:28](O)=[O:29])[NH:25][N:24]=1)(=[O:22])[CH3:21]. No catalyst specified. The product is [C:20]([C:23]1[CH:27]=[C:26]([C:28]([NH:1][C@H:2]([CH2:18][CH3:19])[CH2:3][N:4]2[CH:8]=[CH:7][C:6]([C:9]3[CH:16]=[CH:15][C:12]([C:13]#[N:14])=[C:11]([Cl:17])[CH:10]=3)=[N:5]2)=[O:29])[NH:25][N:24]=1)(=[O:22])[CH3:21]. The yield is 0.500. (4) The reactants are C([O:3][C:4]([C:6]1[C:7]([CH3:25])=[N:8][C:9]([NH:13][CH2:14][CH2:15][CH2:16][C:17]2[CH:22]=[CH:21][C:20]([CH3:23])=[C:19]([OH:24])[CH:18]=2)=[N:10][C:11]=1[CH3:12])=[O:5])C.O.[OH-].[Li+]. The catalyst is O1CCOCC1.O. The product is [OH:24][C:19]1[CH:18]=[C:17]([CH2:16][CH2:15][CH2:14][NH:13][C:9]2[N:8]=[C:7]([CH3:25])[C:6]([C:4]([OH:5])=[O:3])=[C:11]([CH3:12])[N:10]=2)[CH:22]=[CH:21][C:20]=1[CH3:23]. The yield is 0.830.